This data is from Forward reaction prediction with 1.9M reactions from USPTO patents (1976-2016). The task is: Predict the product of the given reaction. Given the reactants C[O:2][C:3](=[O:25])[CH2:4][C:5]1[C:9]2[CH:10]=[CH:11][C:12]([O:15][CH2:16][C:17]3[CH:22]=[CH:21][C:20]([Cl:23])=[CH:19][C:18]=3[Cl:24])=[C:13]([Cl:14])[C:8]=2[O:7][CH:6]=1.CO.[OH-].[Na+], predict the reaction product. The product is: [Cl:14][C:13]1[C:8]2[O:7][CH:6]=[C:5]([CH2:4][C:3]([OH:25])=[O:2])[C:9]=2[CH:10]=[CH:11][C:12]=1[O:15][CH2:16][C:17]1[CH:22]=[CH:21][C:20]([Cl:23])=[CH:19][C:18]=1[Cl:24].